Dataset: Catalyst prediction with 721,799 reactions and 888 catalyst types from USPTO. Task: Predict which catalyst facilitates the given reaction. (1) Product: [CH3:1][O:2][C:3]1[N:8]=[C:7]([CH2:13][S:14]([C:17]2[CH:22]=[CH:21][C:20]([CH3:23])=[CH:19][CH:18]=2)(=[O:15])=[O:16])[C:6]([N+:9]([O-:11])=[O:10])=[CH:5][CH:4]=1. The catalyst class is: 198. Reactant: [CH3:1][O:2][C:3]1[N:8]=[CH:7][C:6]([N+:9]([O-:11])=[O:10])=[CH:5][CH:4]=1.Cl[CH2:13][S:14]([C:17]1[CH:22]=[CH:21][C:20]([CH3:23])=[CH:19][CH:18]=1)(=[O:16])=[O:15].CC(C)([O-])C.[K+]. (2) Reactant: [CH3:1][N:2]([C:7]1[C:15]2[C:10](=[CH:11][CH:12]=[C:13]([N+:16]([O-:18])=[O:17])[CH:14]=2)[NH:9][N:8]=1)[CH2:3][C:4]([OH:6])=O.C(Cl)CCl.C1C=CC2N(O)N=[N:29][C:27]=2C=1.CCN(CC)CC.CN. Product: [CH3:27][NH:29][C:4](=[O:6])[CH2:3][N:2]([CH3:1])[C:7]1[C:15]2[C:10](=[CH:11][CH:12]=[C:13]([N+:16]([O-:18])=[O:17])[CH:14]=2)[NH:9][N:8]=1. The catalyst class is: 39.